From a dataset of Catalyst prediction with 721,799 reactions and 888 catalyst types from USPTO. Predict which catalyst facilitates the given reaction. Reactant: [CH:1]1([N:5]2[CH2:11][CH2:10][C:9]3[CH:12]=[CH:13][C:14]([O:16][CH2:17][CH2:18][CH2:19][OH:20])=[CH:15][C:8]=3[CH2:7][CH2:6]2)[CH2:4][CH2:3][CH2:2]1.CCN(C(C)C)C(C)C.[S:30](Cl)([CH3:33])(=[O:32])=[O:31]. Product: [CH3:33][S:30]([O:20][CH2:19][CH2:18][CH2:17][O:16][C:14]1[CH:13]=[CH:12][C:9]2[CH2:10][CH2:11][N:5]([CH:1]3[CH2:2][CH2:3][CH2:4]3)[CH2:6][CH2:7][C:8]=2[CH:15]=1)(=[O:32])=[O:31]. The catalyst class is: 2.